Task: Predict the reaction yield, written as a fraction of the theoretical maximum amount of product (1.0 means a 100% yield; for example, 0.34 means a 34% yield).. Dataset: Reaction yield outcomes from USPTO patents with 853,638 reactions (1) The reactants are CS(C)=O.C(Cl)(=O)[C:6](Cl)=[O:7].[F:11][C:12]1[CH:13]=[C:14]([CH:18](O)[CH2:19]C)[CH:15]=[CH:16][CH:17]=1.CCN(CC)CC. The catalyst is O.C(Cl)Cl. The product is [F:11][C:12]1[CH:13]=[C:14]([CH:18]([CH3:19])[CH:6]=[O:7])[CH:15]=[CH:16][CH:17]=1. The yield is 0.720. (2) The reactants are [F:1][C:2]1[CH:3]=[C:4]2[C:8](=[CH:9][C:10]=1[F:11])[N:7](S(C1C=CC(C)=CC=1)(=O)=O)[CH:6]=[C:5]2[C@@H:22]1[CH2:24][C@H:23]1[CH:25]=O.[CH3:27][NH:28][CH3:29].C(O[BH-](OC(=O)C)OC(=O)C)(=O)C.[Na+]. The catalyst is O1CCCC1. The product is [F:1][C:2]1[CH:3]=[C:4]2[C:8](=[CH:9][C:10]=1[F:11])[NH:7][CH:6]=[C:5]2[CH:22]1[CH2:24][CH:23]1[CH2:25][N:28]([CH3:29])[CH3:27]. The yield is 0.310.